Predict the product of the given reaction. From a dataset of Forward reaction prediction with 1.9M reactions from USPTO patents (1976-2016). Given the reactants [Br:1][C:2]1[N:7]=[C:6]([CH2:8][N:9]2[C:18]3[C:13](=[CH:14][CH:15]=[CH:16][CH:17]=3)[C:12](=[O:19])[C:11]([C:20]([OH:22])=O)=[CH:10]2)[CH:5]=[CH:4][CH:3]=1.Cl.[CH3:24][NH:25][O:26][CH3:27].C(N(CC)CC)C.CCCP1(OP(CCC)(=O)OP(CCC)(=O)O1)=O, predict the reaction product. The product is: [CH3:27][O:26][N:25]([CH3:24])[C:20]([C:11]1[C:12](=[O:19])[C:13]2[C:18](=[CH:17][CH:16]=[CH:15][CH:14]=2)[N:9]([CH2:8][C:6]2[CH:5]=[CH:4][CH:3]=[C:2]([Br:1])[N:7]=2)[CH:10]=1)=[O:22].